Task: Predict which catalyst facilitates the given reaction.. Dataset: Catalyst prediction with 721,799 reactions and 888 catalyst types from USPTO (1) Reactant: [O:1]1[C:5]2([CH2:10][CH2:9][CH2:8][CH2:7][CH:6]2[C:11](OC)=[O:12])[O:4][CH2:3][CH2:2]1.[H-].[H-].[H-].[H-].[Li+].[Al+3]. Product: [O:1]1[C:5]2([CH2:10][CH2:9][CH2:8][CH2:7][CH:6]2[CH2:11][OH:12])[O:4][CH2:3][CH2:2]1. The catalyst class is: 1. (2) Reactant: [CH2:1]([N:8]1[C:13](=[O:14])[C:12]2[CH:15]=[C:16]([C:18]([OH:20])=[O:19])[S:17][C:11]=2[N:10]([CH3:21])[C:9]1=[O:22])[C:2]1[CH:7]=[CH:6][CH:5]=[CH:4][CH:3]=1.CCN(CC)CC.[O:30]1[C:34]2[CH:35]=[CH:36][CH:37]=[CH:38][C:33]=2[CH:32]=[C:31]1[CH2:39]O. Product: [O:30]1[C:34]2[CH:35]=[CH:36][CH:37]=[CH:38][C:33]=2[CH:32]=[C:31]1[CH2:39][O:19][C:18]([C:16]1[S:17][C:11]2[N:10]([CH3:21])[C:9](=[O:22])[N:8]([CH2:1][C:2]3[CH:7]=[CH:6][CH:5]=[CH:4][CH:3]=3)[C:13](=[O:14])[C:12]=2[CH:15]=1)=[O:20]. The catalyst class is: 2. (3) Reactant: [CH3:1][S:2][CH:3]([O:11][C:12]1[CH:17]=[C:16]([Cl:18])[CH:15]=[C:14]([Cl:19])[CH:13]=1)[C:4]([O:6]C(C)(C)C)=[O:5].[OH-].[Na+]. Product: [CH3:1][S:2][CH:3]([O:11][C:12]1[CH:13]=[C:14]([Cl:19])[CH:15]=[C:16]([Cl:18])[CH:17]=1)[C:4]([OH:6])=[O:5]. The catalyst class is: 24. (4) Reactant: [OH:1][CH2:2][CH2:3][O:4][C:5]1[N:10]=[CH:9][N:8]=[C:7]([NH:11][S:12]([CH2:15][CH2:16][CH3:17])(=[O:14])=[O:13])[C:6]=1[C:18]1[CH:23]=[CH:22][C:21]([CH3:24])=[CH:20][CH:19]=1.[H-].[Na+].CS([C:31]1[N:36]=[CH:35][C:34]([O:37][CH3:38])=[CH:33][N:32]=1)(=O)=O.C(O)(=O)CC(CC(O)=O)(C(O)=O)O. Product: [CH3:38][O:37][C:34]1[CH:33]=[N:32][C:31]([O:1][CH2:2][CH2:3][O:4][C:5]2[N:10]=[CH:9][N:8]=[C:7]([NH:11][S:12]([CH2:15][CH2:16][CH3:17])(=[O:13])=[O:14])[C:6]=2[C:18]2[CH:23]=[CH:22][C:21]([CH3:24])=[CH:20][CH:19]=2)=[N:36][CH:35]=1. The catalyst class is: 1. (5) Reactant: [F:1][C:2]([F:12])([F:11])[CH2:3][CH2:4][S:5]([CH2:8][C:9]#[N:10])(=[O:7])=[O:6].N1CCCC1C(O)=O.[CH2:21]1[O:31][C:24]2([CH2:29][CH2:28][C:27](=O)[CH2:26][CH2:25]2)[O:23][CH2:22]1. Product: [O:23]1[C:24]2([CH2:29][CH2:28][C:27](=[C:8]([S:5]([CH2:4][CH2:3][C:2]([F:1])([F:11])[F:12])(=[O:6])=[O:7])[C:9]#[N:10])[CH2:26][CH2:25]2)[O:31][CH2:21][CH2:22]1. The catalyst class is: 11. (6) Reactant: Cl[C:2]1[C:3]([C:20]([F:23])([F:22])[F:21])=[CH:4][C:5]([C:8]2[CH:13]=[CH:12][CH:11]=[C:10]([C:14]3[CH:15]=[N:16][N:17]([CH3:19])[CH:18]=3)[CH:9]=2)=[N:6][CH:7]=1.[O:24]1[CH2:29][CH2:28][CH:27]([N:30]2[CH:34]=[C:33](B3OC(C)(C)C(C)(C)O3)[CH:32]=[N:31]2)[CH2:26][CH2:25]1.C(=O)([O-])[O-].[K+].[K+]. Product: [CH3:19][N:17]1[CH:18]=[C:14]([C:10]2[CH:9]=[C:8]([C:5]3[CH:4]=[C:3]([C:20]([F:23])([F:22])[F:21])[C:2]([C:33]4[CH:32]=[N:31][N:30]([CH:27]5[CH2:28][CH2:29][O:24][CH2:25][CH2:26]5)[CH:34]=4)=[CH:7][N:6]=3)[CH:13]=[CH:12][CH:11]=2)[CH:15]=[N:16]1. The catalyst class is: 70. (7) Reactant: [CH3:1][O:2][C:3](=[O:13])[C:4]1[CH:9]=[C:8]([O:10][CH3:11])[CH:7]=[C:6]([OH:12])[CH:5]=1.[C:14]([O-])([O-])=O.[K+].[K+].[CH3:20][O:21][CH2:22][CH2:23]COS(C1C=CC(C)=CC=1)(=O)=O.C(OCC)(=O)C. Product: [CH3:1][O:2][C:3](=[O:13])[C:4]1[CH:9]=[C:8]([O:10][CH2:11][CH2:23][CH2:22][O:21][CH3:20])[CH:7]=[C:6]([O:12][CH3:14])[CH:5]=1. The catalyst class is: 287. (8) Reactant: [F:1][C:2]1([F:16])[CH:7]([OH:8])[CH2:6][CH2:5][N:4]([C:9]([O:11][C:12]([CH3:15])([CH3:14])[CH3:13])=[O:10])[CH2:3]1.CC(C)([O-])C.[K+].F[C:24]1[CH:31]=[CH:30][C:29]([C:32]2[C:33]3[CH:40]=[C:39]([C:41]4[CH:46]=[CH:45][C:44]([N:47]5[CH2:52][CH2:51][N:50]([CH:53]6[CH2:56][O:55][CH2:54]6)[CH2:49][CH2:48]5)=[C:43]([O:57][CH3:58])[CH:42]=4)[NH:38][C:34]=3[N:35]=[CH:36][N:37]=2)=[CH:28][C:25]=1[C:26]#[N:27]. Product: [C:26]([C:25]1[CH:28]=[C:29]([C:32]2[C:33]3[CH:40]=[C:39]([C:41]4[CH:46]=[CH:45][C:44]([N:47]5[CH2:48][CH2:49][N:50]([CH:53]6[CH2:56][O:55][CH2:54]6)[CH2:51][CH2:52]5)=[C:43]([O:57][CH3:58])[CH:42]=4)[NH:38][C:34]=3[N:35]=[CH:36][N:37]=2)[CH:30]=[CH:31][C:24]=1[O:8][CH:7]1[CH2:6][CH2:5][N:4]([C:9]([O:11][C:12]([CH3:13])([CH3:15])[CH3:14])=[O:10])[CH2:3][C:2]1([F:1])[F:16])#[N:27]. The catalyst class is: 6. (9) Reactant: [Li+].CC([N-]C(C)C)C.[F:9][C:10]1[CH:18]=[CH:17][C:16]([C:19]#[N:20])=[C:15]2[C:11]=1[CH:12]=[CH:13][N:14]2[S:21]([C:24]1[CH:30]=[CH:29][C:27]([CH3:28])=[CH:26][CH:25]=1)(=[O:23])=[O:22].[I:31]I.[O-]S([O-])(=S)=O.[Na+].[Na+]. Product: [F:9][C:10]1[CH:18]=[CH:17][C:16]([C:19]#[N:20])=[C:15]2[C:11]=1[CH:12]=[C:13]([I:31])[N:14]2[S:21]([C:24]1[CH:30]=[CH:29][C:27]([CH3:28])=[CH:26][CH:25]=1)(=[O:23])=[O:22]. The catalyst class is: 1. (10) Reactant: [O:1]1[CH2:6][CH2:5][CH:4]([NH:7][C:8]2[N:9]=[CH:10][C:11]3[CH2:17][CH2:16][C@H:15]([C:18]([OH:20])=O)[O:14][C:12]=3[N:13]=2)[CH2:3][CH2:2]1.CN(C(ON1N=NC2C=CC=NC1=2)=[N+](C)C)C.F[P-](F)(F)(F)(F)F.[Si:45]([O:52][CH2:53][C@H:54]([C:56]1[CH:61]=[CH:60][C:59]([Cl:62])=[C:58]([F:63])[CH:57]=1)[NH2:55])([C:48]([CH3:51])([CH3:50])[CH3:49])([CH3:47])[CH3:46].CCN(C(C)C)C(C)C.C([O-])([O-])=O.[Na+].[Na+]. Product: [Si:45]([O:52][CH2:53][C@@H:54]([NH:55][C:18]([C@@H:15]1[O:14][C:12]2[N:13]=[C:8]([NH:7][CH:4]3[CH2:3][CH2:2][O:1][CH2:6][CH2:5]3)[N:9]=[CH:10][C:11]=2[CH2:17][CH2:16]1)=[O:20])[C:56]1[CH:61]=[CH:60][C:59]([Cl:62])=[C:58]([F:63])[CH:57]=1)([C:48]([CH3:51])([CH3:50])[CH3:49])([CH3:47])[CH3:46]. The catalyst class is: 85.